Dataset: Catalyst prediction with 721,799 reactions and 888 catalyst types from USPTO. Task: Predict which catalyst facilitates the given reaction. (1) Reactant: [CH2:1]([O:3][C:4](=[O:30])[C:5]([NH:22][C:23]([O:25][C:26]([CH3:29])([CH3:28])[CH3:27])=[O:24])([CH2:19][CH:20]=O)[CH2:6][CH2:7][CH2:8][CH2:9][B:10]1[O:14][C:13]([CH3:16])([CH3:15])[C:12]([CH3:18])([CH3:17])[O:11]1)[CH3:2].[NH:31]1[CH2:35][CH2:34][CH2:33][CH2:32]1.C(O[BH-](OC(=O)C)OC(=O)C)(=O)C.[Na+]. Product: [CH2:1]([O:3][C:4](=[O:30])[C:5]([NH:22][C:23]([O:25][C:26]([CH3:29])([CH3:27])[CH3:28])=[O:24])([CH2:19][CH2:20][N:31]1[CH2:35][CH2:34][CH2:33][CH2:32]1)[CH2:6][CH2:7][CH2:8][CH2:9][B:10]1[O:14][C:13]([CH3:15])([CH3:16])[C:12]([CH3:18])([CH3:17])[O:11]1)[CH3:2]. The catalyst class is: 26. (2) Reactant: [NH:1]([CH2:5][CH2:6][OH:7])[CH2:2][CH2:3][OH:4].C(=O)([O-])[O-].[Na+].[Na+].CC(C)=O.[CH:18]1[CH:23]=[CH:22][C:21]([CH2:24][O:25][C:26](Cl)=[O:27])=[CH:20][CH:19]=1. Product: [OH:4][CH2:3][CH2:2][N:1]([CH2:5][CH2:6][OH:7])[C:26](=[O:27])[O:25][CH2:24][C:21]1[CH:22]=[CH:23][CH:18]=[CH:19][CH:20]=1. The catalyst class is: 6. (3) Reactant: [CH3:1][O:2][C:3]1[CH:16]=[CH:15][CH:14]=[CH:13][C:4]=1[CH2:5][N:6]1[CH2:11][CH2:10][C:9](=[O:12])[CH2:8][CH2:7]1.[Si](OS(C(F)(F)F)(=O)=O)(C)(C)C.[CH:29]1[CH:43]=[C:42]2[C:32]([CH:33](O)[C:34]3[C:39]([CH:40]=[CH:41]2)=[CH:38][CH:37]=[CH:36][CH:35]=3)=[CH:31][CH:30]=1.C(=O)(O)[O-].[Na+]. Product: [CH:38]1[C:39]2[CH:40]=[CH:41][C:42]3[CH:43]=[CH:29][CH:30]=[CH:31][C:32]=3[CH:33]([CH:10]3[C:9](=[O:12])[CH2:8][CH2:7][N:6]([CH2:5][C:4]4[CH:13]=[CH:14][CH:15]=[CH:16][C:3]=4[O:2][CH3:1])[CH2:11]3)[C:34]=2[CH:35]=[CH:36][CH:37]=1. The catalyst class is: 46. (4) Reactant: [NH2:1][C:2]1[C:7]([N+:8]([O-])=O)=[C:6]([N:11]2[CH2:16][CH2:15][N:14]([CH2:17][C:18]([NH:20][C:21]3[S:22][CH:23]=[CH:24][N:25]=3)=[O:19])[CH2:13][CH2:12]2)[C:5]([Cl:26])=[CH:4][N:3]=1.CCO.[O:30]1[C:35]2[CH:36]=[CH:37][C:38]([CH:40]=O)=[CH:39][C:34]=2[O:33][CH2:32][CH2:31]1.[O-]S(S([O-])=O)=O.[Na+].[Na+]. Product: [Cl:26][C:5]1[C:6]([N:11]2[CH2:16][CH2:15][N:14]([CH2:17][C:18]([NH:20][C:21]3[S:22][CH:23]=[CH:24][N:25]=3)=[O:19])[CH2:13][CH2:12]2)=[C:7]2[N:8]=[C:40]([C:38]3[CH:37]=[CH:36][C:35]4[O:30][CH2:31][CH2:32][O:33][C:34]=4[CH:39]=3)[NH:1][C:2]2=[N:3][CH:4]=1. The catalyst class is: 27.